Dataset: Forward reaction prediction with 1.9M reactions from USPTO patents (1976-2016). Task: Predict the product of the given reaction. (1) Given the reactants Cl[C:2]1[N:3]=[C:4]([N:23]2[CH2:28][CH2:27][O:26][CH2:25][CH2:24]2)[C:5]2[N:10]=[C:9]([CH2:11][N:12]3[CH2:17][CH2:16][N:15]([C:18](=[O:22])[CH:19]([OH:21])[CH3:20])[CH2:14][CH2:13]3)[S:8][C:6]=2[N:7]=1.CC1(C)C(C)(C)OB([C:37]2[CH:38]=[N:39][C:40]3[C:45]([CH:46]=2)=[CH:44][CH:43]=[CH:42][CH:41]=3)O1, predict the reaction product. The product is: [OH:21][C@@H:19]([CH3:20])[C:18]([N:15]1[CH2:16][CH2:17][N:12]([CH2:11][C:9]2[S:8][C:6]3[N:7]=[C:2]([C:37]4[CH:38]=[N:39][C:40]5[C:45]([CH:46]=4)=[CH:44][CH:43]=[CH:42][CH:41]=5)[N:3]=[C:4]([N:23]4[CH2:28][CH2:27][O:26][CH2:25][CH2:24]4)[C:5]=3[N:10]=2)[CH2:13][CH2:14]1)=[O:22]. (2) Given the reactants [H-].[Na+].[C:3]([O:7][C:8]([NH:10][C@H:11]1[CH2:20][CH2:19][C:18]2[C:13](=[CH:14][C:15]([OH:21])=[CH:16][CH:17]=2)[CH2:12]1)=[O:9])([CH3:6])([CH3:5])[CH3:4].Br[CH2:23][C:24]([NH2:26])=[O:25].O, predict the reaction product. The product is: [C:3]([O:7][C:8]([NH:10][C@H:11]1[CH2:20][CH2:19][C:18]2[C:13](=[CH:14][C:15]([O:21][CH2:23][C:24]([NH2:26])=[O:25])=[CH:16][CH:17]=2)[CH2:12]1)=[O:9])([CH3:6])([CH3:4])[CH3:5]. (3) Given the reactants [F:1][C:2]1[CH:7]=[CH:6][C:5]([C:8]2[CH:13]=[CH:12][CH:11]=[C:10]([F:14])[CH:9]=2)=[CH:4][C:3]=1[CH2:15][NH:16][C:17]1[C:18]([CH3:29])=[C:19]([CH:25]=[CH:26][C:27]=1[CH3:28])[O:20][CH2:21][C:22]([OH:24])=[O:23].O=S(Cl)Cl.[CH3:34][CH:35](O)[CH3:36], predict the reaction product. The product is: [F:1][C:2]1[CH:7]=[CH:6][C:5]([C:8]2[CH:13]=[CH:12][CH:11]=[C:10]([F:14])[CH:9]=2)=[CH:4][C:3]=1[CH2:15][NH:16][C:17]1[C:18]([CH3:29])=[C:19]([CH:25]=[CH:26][C:27]=1[CH3:28])[O:20][CH2:21][C:22]([O:24][CH:35]([CH3:36])[CH3:34])=[O:23]. (4) The product is: [OH:1][C@@:2]([CH3:23])([CH2:14][C:15]1[CH:16]=[CH:17][C:18]([OH:21])=[CH:19][CH:20]=1)[C:3]([NH:5][C:6]1[CH:7]=[CH:8][C:9]([OH:12])=[CH:10][CH:11]=1)=[O:4]. Given the reactants [OH:1][C@@:2]([CH3:23])([CH2:14][C:15]1[CH:20]=[CH:19][C:18]([O:21]C)=[CH:17][CH:16]=1)[C:3]([NH:5][C:6]1[CH:11]=[CH:10][C:9]([O:12]C)=[CH:8][CH:7]=1)=[O:4].B(Br)(Br)Br.O.CCOC(C)=O, predict the reaction product.